Task: Predict the reaction yield, written as a fraction of the theoretical maximum amount of product (1.0 means a 100% yield; for example, 0.34 means a 34% yield).. Dataset: Reaction yield outcomes from USPTO patents with 853,638 reactions (1) The reactants are [N+:1]([C:4]1[CH:9]=[CH:8][N+:7]([O-])=[CH:6][C:5]=1[N:11]1[CH2:16][CH2:15][CH2:14][CH2:13][CH2:12]1)([O-])=O.[H][H]. The catalyst is C(O)C.[Pd]. The product is [N:11]1([C:5]2[CH:6]=[N:7][CH:8]=[CH:9][C:4]=2[NH2:1])[CH2:12][CH2:13][CH2:14][CH2:15][CH2:16]1. The yield is 0.730. (2) The reactants are [Cl:1][CH2:2][CH2:3][CH2:4][O:5][C:6]1[CH:7]=[C:8]2[C:13](=[CH:14][C:15]=1[O:16][CH3:17])[N:12]=[CH:11][NH:10][C:9]2=O.S(Cl)([Cl:21])=O. The catalyst is CN(C=O)C. The product is [Cl:1][CH2:2][CH2:3][CH2:4][O:5][C:6]1[CH:7]=[C:8]2[C:13](=[CH:14][C:15]=1[O:16][CH3:17])[N:12]=[CH:11][N:10]=[C:9]2[Cl:21]. The yield is 0.950. (3) The catalyst is C(Cl)Cl.C(OCC)(=O)C. The yield is 0.960. The reactants are [Cl:1][C:2]1[CH:7]=[CH:6][C:5]([S:8]([NH2:11])(=[O:10])=[O:9])=[CH:4][C:3]=1[N+:12]([O-:14])=[O:13].N[C:16]1[CH:21]=[CH:20][CH:19]=[CH:18][CH:17]=1.N1C=CC=CC=1. The product is [Cl:1][C:2]1[CH:7]=[CH:6][C:5]([S:8]([NH:11][C:16]2[CH:21]=[CH:20][CH:19]=[CH:18][CH:17]=2)(=[O:9])=[O:10])=[CH:4][C:3]=1[N+:12]([O-:14])=[O:13]. (4) The reactants are Cl[C:2]1[N:6]([CH3:7])[N:5]=[CH:4][C:3]=1[N+:8]([O-:10])=[O:9].[CH:11]1([OH:17])[CH2:16][CH2:15][CH2:14][CH2:13][CH2:12]1. No catalyst specified. The product is [CH:11]1([O:17][C:2]2[N:6]([CH3:7])[N:5]=[CH:4][C:3]=2[N+:8]([O-:10])=[O:9])[CH2:16][CH2:15][CH2:14][CH2:13][CH2:12]1. The yield is 0.470. (5) The reactants are Cl[C:2]1[CH:7]=[CH:6][C:5]([N+:8]([O-:10])=[O:9])=[CH:4][C:3]=1[S:11]([NH2:14])(=[O:13])=[O:12].[CH2:15]([NH2:22])[C:16]1[CH:21]=[CH:20][CH:19]=[CH:18][CH:17]=1.C(N(CC)CC)C. The catalyst is C(#N)C. The product is [CH2:15]([NH:22][C:2]1[CH:7]=[CH:6][C:5]([N+:8]([O-:10])=[O:9])=[CH:4][C:3]=1[S:11]([NH2:14])(=[O:13])=[O:12])[C:16]1[CH:21]=[CH:20][CH:19]=[CH:18][CH:17]=1. The yield is 0.840. (6) The reactants are [C:1]([O:5][C:6](=[O:12])[N:7]([CH2:9][CH2:10][NH2:11])[CH3:8])([CH3:4])([CH3:3])[CH3:2].C(N(C(C)C)CC)(C)C.[Br:22][C:23]1[CH:24]=[CH:25][C:26]([N:34]=[C:35]=[O:36])=[C:27]([CH:33]=1)[C:28]([N:30]([CH3:32])[CH3:31])=[O:29].C(OCC)(=O)C. The catalyst is CN(C=O)C. The product is [C:1]([O:5][C:6](=[O:12])[N:7]([CH2:9][CH2:10][NH:11][C:35]([NH:34][C:26]1[CH:25]=[CH:24][C:23]([Br:22])=[CH:33][C:27]=1[C:28](=[O:29])[N:30]([CH3:31])[CH3:32])=[O:36])[CH3:8])([CH3:4])([CH3:2])[CH3:3]. The yield is 0.300.